Predict the reactants needed to synthesize the given product. From a dataset of Full USPTO retrosynthesis dataset with 1.9M reactions from patents (1976-2016). Given the product [CH2:1]([C@@H:8]1[CH2:13][NH:12][CH2:11][CH2:10][N:9]1[C:21]([C:23]1[N:24]=[CH:25][N:26]([CH2:34][CH:35]2[CH2:40][CH2:39][CH2:38][CH2:37][N:36]2[CH2:41][CH2:42][CH:43]([CH:45]2[CH2:49][CH2:48][CH:47]([CH3:50])[O:46]2)[CH3:44])[C:27]=1[C:28]1[CH:33]=[CH:32][CH:31]=[CH:30][CH:29]=1)=[O:22])[C:2]1[CH:7]=[CH:6][CH:5]=[CH:4][CH:3]=1, predict the reactants needed to synthesize it. The reactants are: [CH2:1]([C@@H:8]1[CH2:13][N:12](CC2C=CC=CC=2)[CH2:11][CH2:10][N:9]1[C:21]([C:23]1[N:24]=[CH:25][N:26]([CH2:34][CH:35]2[CH2:40][CH2:39][CH2:38][CH2:37][N:36]2[CH2:41][CH2:42][CH:43]([C:45]2[O:46][C:47]([CH3:50])=[CH:48][CH:49]=2)[CH3:44])[C:27]=1[C:28]1[CH:33]=[CH:32][CH:31]=[CH:30][CH:29]=1)=[O:22])[C:2]1[CH:7]=[CH:6][CH:5]=[CH:4][CH:3]=1.